From a dataset of Human intestinal absorption (HIA) binary classification data from Hou et al.. Regression/Classification. Given a drug SMILES string, predict its absorption, distribution, metabolism, or excretion properties. Task type varies by dataset: regression for continuous measurements (e.g., permeability, clearance, half-life) or binary classification for categorical outcomes (e.g., BBB penetration, CYP inhibition). Dataset: hia_hou. (1) The molecule is COc1ccc2c3c1O[C@@H]1C[C@@H](O)C=C[C@]31CCN(C)C2. The result is 1 (good absorption). (2) The molecule is CC1=Nc2ccc(Cl)cc2S(=O)(=O)N1. The result is 1 (good absorption).